This data is from Full USPTO retrosynthesis dataset with 1.9M reactions from patents (1976-2016). The task is: Predict the reactants needed to synthesize the given product. Given the product [S:1]([CH2:11][CH2:12][O:13][C:14](=[O:17])[CH:15]=[CH2:16])([C:4]1[CH:5]=[CH:6][C:7]([CH3:8])=[CH:9][CH:10]=1)(=[O:3])=[O:2].[OH:18][CH2:19][CH2:20][CH2:21][O:22][C:23](=[O:27])[C:24]([CH3:26])=[CH2:25].[CH3:28][O:29][C:30](=[O:34])[C:31]([CH3:33])=[CH2:32], predict the reactants needed to synthesize it. The reactants are: [S:1]([CH2:11][CH2:12][O:13][C:14](=[O:17])[CH:15]=[CH2:16])([C:4]1[CH:10]=[CH:9][C:7]([CH3:8])=[CH:6][CH:5]=1)(=[O:3])=[O:2].[OH:18][CH2:19][CH2:20][CH2:21][O:22][C:23](=[O:27])[C:24]([CH3:26])=[CH2:25].[CH3:28][O:29][C:30](=[O:34])[C:31]([CH3:33])=[CH2:32].CC(N=NC(C#N)(C)C)(C#N)C.